From a dataset of Full USPTO retrosynthesis dataset with 1.9M reactions from patents (1976-2016). Predict the reactants needed to synthesize the given product. (1) Given the product [CH3:40][O:39][C:36]1[CH:35]=[CH:34][C:33]([CH:31]([NH:32][C:15]2[C:14]([N+:20]([O-:22])=[O:21])=[C:13]([CH:18]=[CH:17][CH:16]=2)[O:12][C:4]2[CH:3]=[C:2]([F:1])[CH:11]=[CH:10][C:5]=2[C:6]([O:8][CH3:9])=[O:7])[C:28]2[CH:29]=[CH:30][C:25]([O:24][CH3:23])=[CH:26][CH:27]=2)=[CH:38][CH:37]=1, predict the reactants needed to synthesize it. The reactants are: [F:1][C:2]1[CH:11]=[CH:10][C:5]([C:6]([O:8][CH3:9])=[O:7])=[C:4]([O:12][C:13]2[CH:18]=[CH:17][CH:16]=[C:15](F)[C:14]=2[N+:20]([O-:22])=[O:21])[CH:3]=1.[CH3:23][O:24][C:25]1[CH:30]=[CH:29][C:28]([CH:31]([C:33]2[CH:38]=[CH:37][C:36]([O:39][CH3:40])=[CH:35][CH:34]=2)[NH2:32])=[CH:27][CH:26]=1.C(N(C(C)C)C(C)C)C. (2) Given the product [C:10]1(=[O:11])[NH:6][C:7](=[O:16])[C:8]2=[CH:15][CH:14]=[CH:13][CH:12]=[C:9]12, predict the reactants needed to synthesize it. The reactants are: BrCCCC[N:6]1[C:10](=[O:11])[C:9]2=[CH:12][CH:13]=[CH:14][CH:15]=[C:8]2[C:7]1=[O:16].O. (3) The reactants are: [CH3:1][C:2]1[N:3]=[CH:4][O:5][C:6]=1[C:7]([OH:9])=O.CN(C)C=O.Cl.[CH3:16][NH:17][O:18][CH3:19].C(N(CC)CC)C. Given the product [CH3:19][O:18][N:17]([CH3:16])[C:7]([C:6]1[O:5][CH:4]=[N:3][C:2]=1[CH3:1])=[O:9], predict the reactants needed to synthesize it. (4) Given the product [I:1][C:2]1[CH:11]=[N:10][C:5]2[NH:6][CH2:7][CH2:8][N:9]([C:12]([C:13]3[CH:18]=[CH:17][CH:16]=[CH:15][CH:14]=3)=[O:19])[C:4]=2[CH:3]=1, predict the reactants needed to synthesize it. The reactants are: [I:1][C:2]1[CH:11]=[N:10][C:5]2[NH:6][CH2:7][CH2:8][NH:9][C:4]=2[CH:3]=1.[C:12](Cl)(=[O:19])[C:13]1[CH:18]=[CH:17][CH:16]=[CH:15][CH:14]=1. (5) Given the product [F:36][C:35]([F:38])([F:37])[S:32]([O:1][C:2]1[CH2:3][N:4]([C:7]([O:9][C:10]([CH3:13])([CH3:12])[CH3:11])=[O:8])[CH2:5][CH:6]=1)(=[O:33])=[O:31], predict the reactants needed to synthesize it. The reactants are: [O:1]=[C:2]1[CH2:6][CH2:5][N:4]([C:7]([O:9][C:10]([CH3:13])([CH3:12])[CH3:11])=[O:8])[CH2:3]1.C[Si]([N-][Si](C)(C)C)(C)C.[Na+].C1(N([O:31][S:32]([C:35]([F:38])([F:37])[F:36])(=O)=[O:33])[O:31][S:32]([C:35]([F:38])([F:37])[F:36])(=O)=[O:33])C=CC=CC=1. (6) The reactants are: [CH3:1][C:2]([CH3:12])([CH3:11])[CH2:3][C:4](=[O:10])[CH2:5][C:6]([O:8][CH3:9])=[O:7].C1(C(C(=[CH:24][N:25]([CH3:27])[CH3:26])C(OCC)=O)=O)CC1. Given the product [CH3:24][N:25](/[CH:27]=[C:5](/[C:4](=[O:10])[CH2:3][C:2]([CH3:12])([CH3:11])[CH3:1])\[C:6]([O:8][CH3:9])=[O:7])[CH3:26], predict the reactants needed to synthesize it.